This data is from Reaction yield outcomes from USPTO patents with 853,638 reactions. The task is: Predict the reaction yield, written as a fraction of the theoretical maximum amount of product (1.0 means a 100% yield; for example, 0.34 means a 34% yield). (1) The reactants are [CH3:1][C:2]1[C:6]([CH2:7][N:8]2[CH2:13][CH2:12][N:11]([C:14]3[C:19]([C:20]4[CH:25]=[CH:24][C:23]([F:26])=[CH:22][CH:21]=4)=[N:18][CH:17]=[CH:16][N:15]=3)[CH2:10][CH2:9]2)=[C:5]([CH3:27])[NH:4][N:3]=1.[CH3:28][S:29](Cl)(=[O:31])=[O:30]. The catalyst is N1C=CC=CC=1. The product is [F:26][C:23]1[CH:24]=[CH:25][C:20]([C:19]2[C:14]([N:11]3[CH2:12][CH2:13][N:8]([CH2:7][C:6]4[C:5]([CH3:27])=[N:4][N:3]([S:29]([CH3:28])(=[O:31])=[O:30])[C:2]=4[CH3:1])[CH2:9][CH2:10]3)=[N:15][CH:16]=[CH:17][N:18]=2)=[CH:21][CH:22]=1. The yield is 0.660. (2) The reactants are Br[C:2]1[CH:3]=[C:4]([NH:11][C:12](=[O:14])[CH3:13])[CH:5]=[C:6]([N+:8]([O-:10])=[O:9])[CH:7]=1.N#N.[CH3:17][N:18]1[CH:22]=[C:21](B2OC(C)(C)C(C)(C)O2)[CH:20]=[N:19]1.C(=O)([O-])[O-].[Na+].[Na+]. The catalyst is COCCOC.C1C=CC(P(C2C=CC=CC=2)[C-]2C=CC=C2)=CC=1.C1C=CC(P(C2C=CC=CC=2)[C-]2C=CC=C2)=CC=1.Cl[Pd]Cl.[Fe+2]. The product is [CH3:17][N:18]1[CH:22]=[C:21]([C:2]2[CH:3]=[C:4]([NH:11][C:12](=[O:14])[CH3:13])[CH:5]=[C:6]([N+:8]([O-:10])=[O:9])[CH:7]=2)[CH:20]=[N:19]1. The yield is 0.810. (3) The reactants are [F:1][C:2]1[CH:49]=[CH:48][CH:47]=[C:46]([F:50])[C:3]=1[C:4]([NH:6][C:7]1[CH:12]=[C:11]([C:13]2[C:21]([C:22]3[CH:27]=[CH:26][N:25]=[C:24]([NH:28][C:29]4[CH:38]=[C:37]5[C:32]([CH2:33][CH2:34][N:35](C(=O)C(F)(F)F)[CH2:36]5)=[CH:31][CH:30]=4)[N:23]=3)=[C:16]3[CH:17]=[CH:18][CH:19]=[CH:20][N:15]3[N:14]=2)[CH:10]=[CH:9][C:8]=1F)=[O:5].C1C[O:54][CH2:53]C1.[Li+].[OH-]. The catalyst is O. The product is [F:1][C:2]1[CH:49]=[CH:48][CH:47]=[C:46]([F:50])[C:3]=1[C:4]([NH:6][C:7]1[CH:12]=[C:11]([C:13]2[C:21]([C:22]3[CH:27]=[CH:26][N:25]=[C:24]([NH:28][C:29]4[CH:38]=[C:37]5[C:32]([CH2:33][CH2:34][NH:35][CH2:36]5)=[CH:31][CH:30]=4)[N:23]=3)=[C:16]3[CH:17]=[CH:18][CH:19]=[CH:20][N:15]3[N:14]=2)[CH:10]=[CH:9][C:8]=1[O:54][CH3:53])=[O:5]. The yield is 0.820.